This data is from Full USPTO retrosynthesis dataset with 1.9M reactions from patents (1976-2016). The task is: Predict the reactants needed to synthesize the given product. (1) Given the product [C:1]([C:5]1[CH:6]=[C:7]([NH:18][C:19]([NH:21][C@@H:22]2[C:31]3[C:26](=[CH:27][CH:28]=[CH:29][CH:30]=3)[C@H:25]([O:32][C:33]3[CH:34]=[CH:35][C:36]4[N:37]([C:39]([N:42]5[CH2:47][CH2:46][CH2:45][CH2:44][C@@H:43]5[CH3:48])=[N:40][N:41]=4)[CH:38]=3)[CH2:24][CH2:23]2)=[O:20])[N:8]([C:10]2[CH:11]=[CH:12][C:13]([CH2:16][N:53]3[CH2:54][CH2:55][CH2:56][N:50]([CH3:49])[CH2:51][CH2:52]3)=[CH:14][CH:15]=2)[N:9]=1)([CH3:3])([CH3:4])[CH3:2], predict the reactants needed to synthesize it. The reactants are: [C:1]([C:5]1[CH:6]=[C:7]([NH:18][C:19]([NH:21][C@@H:22]2[C:31]3[C:26](=[CH:27][CH:28]=[CH:29][CH:30]=3)[C@H:25]([O:32][C:33]3[CH:34]=[CH:35][C:36]4[N:37]([C:39]([N:42]5[CH2:47][CH2:46][CH2:45][CH2:44][C@@H:43]5[CH3:48])=[N:40][N:41]=4)[CH:38]=3)[CH2:24][CH2:23]2)=[O:20])[N:8]([C:10]2[CH:15]=[CH:14][C:13]([CH:16]=O)=[CH:12][CH:11]=2)[N:9]=1)([CH3:4])([CH3:3])[CH3:2].[CH3:49][N:50]1[CH2:56][CH2:55][CH2:54][NH:53][CH2:52][CH2:51]1.C(O[BH-](OC(=O)C)OC(=O)C)(=O)C.[Na+].O. (2) Given the product [CH2:30]([NH:31][C:27]([C@H:25]1[CH2:24][C@H:23]([NH:22][C:20]([N:12]2[CH2:11][C:19]3[CH:18]=[CH:17][N:16]=[CH:15][C:14]=3[CH2:13]2)=[O:21])[CH2:26]1)=[O:29])[C:38]1[CH:33]=[CH:34][CH:35]=[CH:36][CH:37]=1, predict the reactants needed to synthesize it. The reactants are: C1(CCCN)C=CC=CC=1.[CH2:11]1[C:19]2[CH:18]=[CH:17][N:16]=[CH:15][C:14]=2[CH2:13][N:12]1[C:20]([NH:22][C@H:23]1[CH2:26][C@H:25]([C:27]([OH:29])=O)[CH2:24]1)=[O:21].[CH2:30]1[C:38]2[C:33](=[CH:34][CH:35]=[CH:36][CH:37]=2)C[N:31]1C(NC1C=CC(C(O)=O)=CC=1)=O. (3) Given the product [Cl:17][C:9]1[CH:10]=[C:11]([C:13]([F:16])([F:15])[F:14])[CH:12]=[C:7]([CH:3]2[CH2:4][CH2:5]2)[N:8]=1, predict the reactants needed to synthesize it. The reactants are: O1[CH2:5][CH2:4][CH2:3]C1.Cl[C:7]1[CH:12]=[C:11]([C:13]([F:16])([F:15])[F:14])[CH:10]=[C:9]([Cl:17])[N:8]=1.C1([Mg]Br)CC1. (4) The reactants are: [CH3:1][C@@:2]12[C:8]([CH3:10])([CH3:9])[C@@H:5]([CH2:6][CH2:7]1)[C:4](=O)[C:3]2=O.COP([CH2:19][C:20]([C:22]1[CH:23]=[N:24][N:25]([CH2:31][C:32]2[CH:37]=[CH:36][CH:35]=[CH:34][CH:33]=2)[C:26]=1[C:27]([F:30])([F:29])[F:28])=O)(=O)OC.O.[NH2:39][NH2:40]. Given the product [CH2:31]([N:25]1[C:26]([C:27]([F:30])([F:29])[F:28])=[C:22]([C:20]2[CH:19]=[C:4]3[C:3]([C@:2]4([CH3:1])[C:8]([CH3:10])([CH3:9])[C@H:5]3[CH2:6][CH2:7]4)=[N:40][N:39]=2)[CH:23]=[N:24]1)[C:32]1[CH:37]=[CH:36][CH:35]=[CH:34][CH:33]=1, predict the reactants needed to synthesize it.